The task is: Predict the product of the given reaction.. This data is from Forward reaction prediction with 1.9M reactions from USPTO patents (1976-2016). (1) Given the reactants [Cl-].[NH4+].[F:3][C:4]1[CH:9]=[C:8]([N+:10]([O-])=O)[CH:7]=[C:6]([F:13])[C:5]=1[N:14]1[CH2:18][CH:17]=[CH:16][CH2:15]1, predict the reaction product. The product is: [N:14]1([C:5]2[C:4]([F:3])=[CH:9][C:8]([NH2:10])=[CH:7][C:6]=2[F:13])[CH2:18][CH:17]=[CH:16][CH2:15]1. (2) The product is: [Br:1][C:2]1[CH:7]=[C:6]([C:8]([F:17])([C:9]([F:10])([F:11])[F:12])[C:13]([F:14])([F:15])[F:16])[CH:5]=[C:4]([Br:18])[C:3]=1[N:19]([CH3:43])[C:20]([C:22]1[C:23]([O:38][CH3:39])=[C:24]([N:28]([CH3:37])[C:29]([C:31]2[CH:32]=[CH:33][N:34]=[CH:35][CH:36]=2)=[O:30])[CH:25]=[CH:26][CH:27]=1)=[O:21]. Given the reactants [Br:1][C:2]1[CH:7]=[C:6]([C:8]([F:17])([C:13]([F:16])([F:15])[F:14])[C:9]([F:12])([F:11])[F:10])[CH:5]=[C:4]([Br:18])[C:3]=1[NH:19][C:20]([C:22]1[C:23]([O:38][CH3:39])=[C:24]([N:28]([CH3:37])[C:29]([C:31]2[CH:36]=[CH:35][N:34]=[CH:33][CH:32]=2)=[O:30])[CH:25]=[CH:26][CH:27]=1)=[O:21].[H-].[Na+].I[CH3:43].O, predict the reaction product. (3) Given the reactants [C:1]([O:4][CH2:5][C:6]1[C:7]([S:22]([CH3:25])(=[O:24])=[O:23])=[CH:8][C:9]2[N:13]3[CH2:14][CH2:15][NH:16][C@H:17]([CH:18]([CH3:20])[CH3:19])[C:12]3=[N:11][C:10]=2[CH:21]=1)(=[O:3])[CH3:2].Cl[C:27]1[N:32]=[C:31]([C:33]([F:36])([F:35])[F:34])[C:30]([C:37]([O:39][CH2:40][CH3:41])=[O:38])=[CH:29][N:28]=1.CCN(C(C)C)C(C)C.CCOC(C)=O, predict the reaction product. The product is: [C:1]([O:4][CH2:5][C:6]1[C:7]([S:22]([CH3:25])(=[O:23])=[O:24])=[CH:8][C:9]2[N:13]3[CH2:14][CH2:15][N:16]([C:27]4[N:32]=[C:31]([C:33]([F:35])([F:36])[F:34])[C:30]([C:37]([O:39][CH2:40][CH3:41])=[O:38])=[CH:29][N:28]=4)[C@H:17]([CH:18]([CH3:19])[CH3:20])[C:12]3=[N:11][C:10]=2[CH:21]=1)(=[O:3])[CH3:2]. (4) The product is: [NH2:8][CH2:9][C:10]1[CH:11]=[CH:12][C:13]2[N:14]([CH:16]=[C:17]([C:19]([NH:55][C@H:56]3[CH2:61][CH2:60][C@@H:59]([N:62]4[C:67](=[O:68])[C:66]5[CH:69]=[C:70]([F:73])[CH:71]=[N:72][C:65]=5[N:64]([CH:74]5[CH2:75][CH2:76][S:77][CH2:78][CH2:79]5)[C:63]4=[O:80])[CH2:58][CH2:57]3)=[O:21])[N:18]=2)[CH:15]=1. Given the reactants C(OC([NH:8][CH2:9][C:10]1[CH:11]=[CH:12][C:13]2[N:14]([CH:16]=[C:17]([C:19]([OH:21])=O)[N:18]=2)[CH:15]=1)=O)(C)(C)C.CCN(C(C)C)C(C)C.CN(C(ON1N=NC2C=CC=NC1=2)=[N+](C)C)C.F[P-](F)(F)(F)(F)F.[NH2:55][CH:56]1[CH2:61][CH2:60][CH:59]([N:62]2[C:67](=[O:68])[C:66]3[CH:69]=[C:70]([F:73])[CH:71]=[N:72][C:65]=3[N:64]([CH:74]3[CH2:79][CH2:78][S:77][CH2:76][CH2:75]3)[C:63]2=[O:80])[CH2:58][CH2:57]1, predict the reaction product.